Predict the product of the given reaction. From a dataset of Forward reaction prediction with 1.9M reactions from USPTO patents (1976-2016). (1) Given the reactants C(OC(=O)[NH:5][C:6](=S)[NH:7][C:8]1[CH:13]=[CH:12][C:11]([O:14][C:15]2[CH:20]=[CH:19][CH:18]=[C:17]([NH:21][C:22]([C:24]3[C:29]([CH3:30])=[CH:28][CH:27]=[CH:26][N:25]=3)=[O:23])[CH:16]=2)=[CH:10][N:9]=1)C.[Cl-].O[NH3+].C([N:39](CC)C(C)C)(C)C.C(O)C, predict the reaction product. The product is: [NH2:39][C:6]1[N:7]=[C:8]2[CH:13]=[CH:12][C:11]([O:14][C:15]3[CH:16]=[C:17]([NH:21][C:22]([C:24]4[C:29]([CH3:30])=[CH:28][CH:27]=[CH:26][N:25]=4)=[O:23])[CH:18]=[CH:19][CH:20]=3)=[CH:10][N:9]2[N:5]=1. (2) Given the reactants [Br:1][C:2]1[CH:7]=[CH:6][CH:5]=[C:4]([F:8])[C:3]=1[OH:9].CCN(C(C)C)C(C)C.Cl[CH2:20][O:21][CH3:22], predict the reaction product. The product is: [Br:1][C:2]1[CH:7]=[CH:6][CH:5]=[C:4]([F:8])[C:3]=1[O:9][CH2:20][O:21][CH3:22]. (3) The product is: [CH3:12][C:13]1[CH:14]=[C:15]([NH:19][C:20]2[O:21][CH:3]=[C:4]([C:6]3[CH:11]=[CH:10][N:9]=[CH:8][CH:7]=3)[N:22]=2)[CH:16]=[CH:17][CH:18]=1. Given the reactants Br.Br[CH2:3][C:4]([C:6]1[CH:11]=[CH:10][N:9]=[CH:8][CH:7]=1)=O.[CH3:12][C:13]1[CH:14]=[C:15]([NH:19][C:20]([NH2:22])=[O:21])[CH:16]=[CH:17][CH:18]=1.N, predict the reaction product. (4) The product is: [Si:1]([O:8][C@H:9]1[C@@H:13]([O:14][Si:15]([C:18]([CH3:20])([CH3:19])[CH3:21])([CH3:17])[CH3:16])[C@H:12]([N:22]2[CH:27]=[CH:26][C:25](=[O:28])[NH:24][C:23]2=[O:38])[O:11][CH:10]1[C@H:39]([OH:71])[C@@H:40]([C:64]([O:66][C:67]([CH3:68])([CH3:70])[CH3:69])=[O:65])[NH:41][CH2:42][CH2:43][CH2:44][NH:45][C:46](=[O:63])[C@H:47]([CH2:59][CH:60]([CH3:61])[CH3:62])[NH:48][C:49](=[O:58])[O:50][CH2:51][C:52]1[CH:57]=[CH:56][CH:55]=[CH:54][CH:53]=1)([C:4]([CH3:5])([CH3:6])[CH3:7])([CH3:3])[CH3:2]. Given the reactants [Si:1]([O:8][C@H:9]1[C@@H:13]([O:14][Si:15]([C:18]([CH3:21])([CH3:20])[CH3:19])([CH3:17])[CH3:16])[C@H:12]([N:22]2[CH:27]=[CH:26][C:25](=[O:28])[N:24](CC3C=CC(OC)=CC=3)[C:23]2=[O:38])[O:11][CH:10]1[C@H:39]([OH:71])[C@@H:40]([C:64]([O:66][C:67]([CH3:70])([CH3:69])[CH3:68])=[O:65])[NH:41][CH2:42][CH2:43][CH2:44][NH:45][C:46](=[O:63])[C@H:47]([CH2:59][CH:60]([CH3:62])[CH3:61])[NH:48][C:49](=[O:58])[O:50][CH2:51][C:52]1[CH:57]=[CH:56][CH:55]=[CH:54][CH:53]=1)([C:4]([CH3:7])([CH3:6])[CH3:5])([CH3:3])[CH3:2].[N+]([O-])([O-])=O.[Ce+4].[NH4+].[N+]([O-])([O-])=O.[N+]([O-])([O-])=O.[N+]([O-])([O-])=O.[N+]([O-])([O-])=O.[Cl-].[Na+], predict the reaction product. (5) Given the reactants [NH:1]1[CH2:6][CH2:5][CH:4]([C:7]([NH2:9])=[O:8])[CH2:3][CH2:2]1.[Cl:10][C:11]1[C:16]([O:17][CH3:18])=[CH:15][C:14]([C:19]2[CH:24]=[C:23]([CH2:25]Cl)[CH:22]=[CH:21][N:20]=2)=[CH:13][C:12]=1[O:27][CH3:28], predict the reaction product. The product is: [Cl:10][C:11]1[C:16]([O:17][CH3:18])=[CH:15][C:14]([C:19]2[CH:24]=[C:23]([CH2:25][N:1]3[CH2:6][CH2:5][CH:4]([C:7]([NH2:9])=[O:8])[CH2:3][CH2:2]3)[CH:22]=[CH:21][N:20]=2)=[CH:13][C:12]=1[O:27][CH3:28]. (6) Given the reactants [CH2:1]([C:3]([C:21]1[CH:34]=[C:33]([CH3:35])[C:24]([O:25][CH2:26][C@H:27]2[O:31][C:30](=[O:32])[CH2:29][CH2:28]2)=[C:23]([CH3:36])[CH:22]=1)([C:6]1[CH:11]=[CH:10][C:9](/[CH:12]=[CH:13]/[C:14]([CH2:18][CH3:19])([OH:17])[CH2:15][CH3:16])=[C:8]([CH3:20])[CH:7]=1)[CH2:4][CH3:5])[CH3:2].C[OH:38], predict the reaction product. The product is: [CH2:1]([C:3]([C:21]1[CH:22]=[C:23]([CH3:36])[C:24]([O:25][CH2:26][C@@H:27]([OH:38])[CH2:28][CH2:29][C:30]([OH:31])=[O:32])=[C:33]([CH3:35])[CH:34]=1)([C:6]1[CH:11]=[CH:10][C:9](/[CH:12]=[CH:13]/[C:14]([CH2:15][CH3:16])([OH:17])[CH2:18][CH3:19])=[C:8]([CH3:20])[CH:7]=1)[CH2:4][CH3:5])[CH3:2]. (7) Given the reactants Br[CH2:2][C:3]([C:5]1[CH:6]=[N:7][CH:8]=[CH:9][C:10]=1[CH3:11])=O.C([O:16][C:17]1[N:22]=[CH:21][C:20]([C:23](=[S:25])[NH2:24])=[CH:19][CH:18]=1)(C)(C)C, predict the reaction product. The product is: [CH3:11][C:10]1[CH:9]=[CH:8][N:7]=[CH:6][C:5]=1[C:3]1[N:24]=[C:23]([C:20]2[CH:19]=[CH:18][C:17](=[O:16])[NH:22][CH:21]=2)[S:25][CH:2]=1. (8) Given the reactants [C:1]1([C:38]2[CH:43]=[CH:42][CH:41]=[CH:40][CH:39]=2)[CH:6]=[CH:5][C:4]([CH2:7][O:8][CH2:9][CH:10]2[CH2:37][CH2:36][C:13]3[N:14](C(C4C=CC=CC=4)(C4C=CC=CC=4)C4C=CC=CC=4)[CH:15]=[N:16][C:12]=3[CH2:11]2)=[CH:3][CH:2]=1.C1(C2C=CC=CC=2)C=CC(COCC2CCC3N=CN(C(C4C=CC=CC=4)(C4C=CC=CC=4)C4C=CC=CC=4)C=3C2)=CC=1, predict the reaction product. The product is: [C:1]1([C:38]2[CH:43]=[CH:42][CH:41]=[CH:40][CH:39]=2)[CH:2]=[CH:3][C:4]([CH2:7][O:8][CH2:9][CH:10]2[CH2:37][CH2:36][C:13]3[NH:14][CH:15]=[N:16][C:12]=3[CH2:11]2)=[CH:5][CH:6]=1. (9) Given the reactants [Cl:1][C:2]1[CH:3]=[C:4]([CH:20]=[CH:21][C:22]=1[C:23]([N:25]1[CH2:29][CH2:28][CH2:27][C@H:26]1[CH2:30][C:31]([O:33]CC)=[O:32])=[O:24])[C:5]([NH:7][C@H:8]([C:10]1[NH:14][C:13]2[CH:15]=[CH:16][C:17]([Cl:19])=[CH:18][C:12]=2[N:11]=1)[CH3:9])=[O:6].[OH-].[Li+].CO.ClCl, predict the reaction product. The product is: [Cl:1][C:2]1[CH:3]=[C:4]([CH:20]=[CH:21][C:22]=1[C:23]([N:25]1[CH2:29][CH2:28][CH2:27][C@H:26]1[CH2:30][C:31]([OH:33])=[O:32])=[O:24])[C:5]([NH:7][C@H:8]([C:10]1[NH:14][C:13]2[CH:15]=[CH:16][C:17]([Cl:19])=[CH:18][C:12]=2[N:11]=1)[CH3:9])=[O:6]. (10) Given the reactants [F:1][C:2]([F:27])([F:26])[C:3]1[CH:4]=[C:5]([CH:19]=[C:20]([C:22]([F:25])([F:24])[F:23])[CH:21]=1)[CH2:6][O:7][CH2:8][C:9]([CH3:18])([C:12]1[CH:17]=[CH:16][CH:15]=[CH:14][CH:13]=1)[CH2:10][OH:11].CC(OI1(OC(C)=O)(OC(C)=O)OC(=O)C2C=CC=CC1=2)=O, predict the reaction product. The product is: [F:1][C:2]([F:26])([F:27])[C:3]1[CH:4]=[C:5]([CH:19]=[C:20]([C:22]([F:23])([F:25])[F:24])[CH:21]=1)[CH2:6][O:7][CH2:8][C:9]([CH3:18])([C:12]1[CH:17]=[CH:16][CH:15]=[CH:14][CH:13]=1)[CH:10]=[O:11].